Task: Predict the reactants needed to synthesize the given product.. Dataset: Full USPTO retrosynthesis dataset with 1.9M reactions from patents (1976-2016) (1) Given the product [Br:1][C:2]1[CH:3]=[CH:4][C:5]([O:22][C:29]([N:23]2[CH2:28][CH2:27][O:26][CH2:25][CH2:24]2)=[O:30])=[C:6]([CH:21]=1)[C:7]([NH:9][C:10]1[CH:15]=[CH:14][C:13]([C:16]([F:17])([F:19])[F:18])=[CH:12][C:11]=1[Cl:20])=[O:8], predict the reactants needed to synthesize it. The reactants are: [Br:1][C:2]1[CH:3]=[CH:4][C:5]([OH:22])=[C:6]([CH:21]=1)[C:7]([NH:9][C:10]1[CH:15]=[CH:14][C:13]([C:16]([F:19])([F:18])[F:17])=[CH:12][C:11]=1[Cl:20])=[O:8].[N:23]1([C:29](Cl)=[O:30])[CH2:28][CH2:27][O:26][CH2:25][CH2:24]1. (2) Given the product [I:1][C:2]1[C:10]2[C:5](=[CH:6][C:7]([C@H:11]3[C@@:13]4([C:21]5[C:16](=[CH:17][CH:18]=[CH:19][CH:20]=5)[N:15]([CH3:24])[C:14]4=[O:22])[CH2:12]3)=[CH:8][CH:9]=2)[NH:4][N:3]=1, predict the reactants needed to synthesize it. The reactants are: [I:1][C:2]1[C:10]2[C:5](=[CH:6][C:7]([C@H:11]3[C@@:13]4([C:21]5[C:16](=[CH:17][CH:18]=[CH:19][CH:20]=5)[NH:15][C:14]4=[O:22])[CH2:12]3)=[CH:8][CH:9]=2)[NH:4][N:3]=1.I[C:24]1C2C(=CC(/C=C3/C(=O)N(C)C4C/3=CC=CC=4)=CC=2)NN=1. (3) Given the product [CH:21]1([C:5]([C:4]2[CH:16]=[C:17]([Cl:19])[CH:18]=[C:2]([Cl:1])[C:3]=2[OH:20])=[O:6])[CH2:23][CH2:22]1, predict the reactants needed to synthesize it. The reactants are: [Cl:1][C:2]1[C:3]([OH:20])=[C:4]([CH:16]=[C:17]([Cl:19])[CH:18]=1)[C:5](N1C2C=CC=CC=2N=N1)=[O:6].[CH:21]1([Mg]Br)[CH2:23][CH2:22]1.